This data is from Forward reaction prediction with 1.9M reactions from USPTO patents (1976-2016). The task is: Predict the product of the given reaction. (1) Given the reactants [CH3:1][C@@H:2]([C@@H:8]1[C@@:12]2([CH3:29])[C@@H:13]([OH:28])[CH2:14][C@@H:15]3[C@@:20]4([CH3:26])[CH2:21][CH2:22][C@@H:23]([OH:25])[CH2:24][C@H:19]4[CH2:18][C@@H:17](O)[C@H:16]3[C@@H:11]2[CH2:10][CH2:9]1)[CH2:3][CH2:4][C:5](O)=[O:6].C1CCC(N=C=NC2CCCCC2)CC1.[SH:45][C:46]1[S:47][CH2:48][CH2:49][N:50]=1, predict the reaction product. The product is: [OH:25][CH:23]1[CH2:24][CH:19]2[C:20]([CH3:26])([CH:15]3[CH:16]([CH2:17][CH2:18]2)[CH:11]2[C:12]([CH3:29])([CH:8]([CH:2]([CH3:1])[CH2:3][CH2:4][C:5]([N:50]4[CH2:49][CH2:48][S:47][C:46]4=[S:45])=[O:6])[CH2:9][CH2:10]2)[CH:13]([OH:28])[CH2:14]3)[CH2:21][CH2:22]1. (2) Given the reactants [S:1]1[C:5]2[CH:6]=[CH:7][CH:8]=[CH:9][C:4]=2[N:3]=[C:2]1[N:10]1[CH2:15][CH2:14][CH:13]([N:16]2[CH:21]=[CH:20][CH:19]=[C:18]([NH2:22])[CH:17]2[NH2:23])[CH2:12][CH2:11]1.[CH3:24][O:25][C:26](OC)(OC)OC.C(O)(=O)CC, predict the reaction product. The product is: [CH3:24][O:25][C:26]1[N:16]([CH:13]2[CH2:12][CH2:11][N:10]([C:2]3[S:1][C:5]4[CH:6]=[CH:7][CH:8]=[CH:9][C:4]=4[N:3]=3)[CH2:15][CH2:14]2)[C:17]2=[N:23][CH:21]=[CH:20][CH:19]=[C:18]2[N:22]=1.